Dataset: Reaction yield outcomes from USPTO patents with 853,638 reactions. Task: Predict the reaction yield, written as a fraction of the theoretical maximum amount of product (1.0 means a 100% yield; for example, 0.34 means a 34% yield). (1) The reactants are Cl[C:2]1[CH:3]=[CH:4][C:5]2[N:11]3[CH2:12][C@H:8]([CH2:9][CH2:10]3)[N:7]([C:13]([NH:15][C:16]3[CH:21]=[N:20][CH:19]=[CH:18][N:17]=3)=[O:14])[C:6]=2[N:22]=1.[CH3:23][C:24]1[CH:29]=[C:28](B(O)O)[CH:27]=[CH:26][N:25]=1.C([O-])(O)=O.[Na+]. The catalyst is C1(C)C=CC=CC=1.CCO.O.Cl[Pd](Cl)([P](C1C=CC=CC=1)(C1C=CC=CC=1)C1C=CC=CC=1)[P](C1C=CC=CC=1)(C1C=CC=CC=1)C1C=CC=CC=1. The product is [CH3:23][C:24]1[CH:29]=[C:28]([C:2]2[CH:3]=[CH:4][C:5]3[N:11]4[CH2:12][C@H:8]([CH2:9][CH2:10]4)[N:7]([C:13]([NH:15][C:16]4[CH:21]=[N:20][CH:19]=[CH:18][N:17]=4)=[O:14])[C:6]=3[N:22]=2)[CH:27]=[CH:26][N:25]=1. The yield is 0.380. (2) The reactants are [Cl:1][C:2]1[CH:3]=[C:4]([CH:8]([OH:20])[C:9]2[CH:10]=[C:11]([CH:17]=[CH:18][CH:19]=2)[C:12]([O:14][CH2:15][CH3:16])=[O:13])[CH:5]=[CH:6][CH:7]=1.O[CH2:22][CH2:23][NH:24][C:25](=[O:28])[O:26][CH3:27].O.C1(C)C=CC(S(O)(=O)=O)=CC=1.C([O-])(O)=O.[Na+]. The catalyst is C1(C)C=CC=CC=1.CCOC(C)=O. The product is [Cl:1][C:2]1[CH:3]=[C:4]([CH:8]([O:20][CH2:22][CH2:23][NH:24][C:25]([O:26][CH3:27])=[O:28])[C:9]2[CH:10]=[C:11]([CH:17]=[CH:18][CH:19]=2)[C:12]([O:14][CH2:15][CH3:16])=[O:13])[CH:5]=[CH:6][CH:7]=1. The yield is 0.240. (3) The reactants are C(N[CH:5]1[CH2:10][CH2:9][CH2:8][CH2:7][CH2:6]1)(C)C.[CH2:11]([Li])[CH2:12][CH2:13][CH3:14].[Br:16][C:17]1[C:18](=[O:24])[O:19][CH2:20][C:21]=1[O:22][CH3:23].C1C[O:28][CH2:27]C1. No catalyst specified. The product is [Br:16][C:17]1[C:18](=[O:24])[O:19][CH:20]([CH:27]([OH:28])[C:7]2[C:6]3[C:5](=[CH:11][CH:12]=[CH:13][CH:14]=3)[CH:10]=[CH:9][CH:8]=2)[C:21]=1[O:22][CH3:23]. The yield is 0.590. (4) The reactants are Br[C:2]1[C:12]([N+:13]([O-:15])=[O:14])=[CH:11][CH:10]=[CH:9][C:3]=1[C:4]([O:6][CH2:7]C)=[O:5].[C:16]([O:20][C:21]([N:23]1[CH2:28][CH2:27][NH:26][CH2:25][CH2:24]1)=[O:22])([CH3:19])([CH3:18])[CH3:17].C([O-])([O-])=O.[Na+].[Na+]. The catalyst is C(O)CCC. The product is [C:16]([O:20][C:21]([N:23]1[CH2:28][CH2:27][N:26]([C:2]2[C:12]([N+:13]([O-:15])=[O:14])=[CH:11][CH:10]=[CH:9][C:3]=2[C:4]([O:6][CH3:7])=[O:5])[CH2:25][CH2:24]1)=[O:22])([CH3:19])([CH3:17])[CH3:18]. The yield is 0.720. (5) The reactants are [C:1]([O:8][CH3:9])(=[O:7])/[CH:2]=[CH:3]/[C:4]([OH:6])=[O:5].Cl[CH2:11][CH2:12][O:13][C:14]([O:16][CH:17]([CH3:19])[CH3:18])=[O:15]. The catalyst is CN1C(=O)CCC1. The product is [C:1]([O:8][CH3:9])(=[O:7])/[CH:2]=[CH:3]/[C:4]([O:6][CH2:11][CH2:12][O:13][C:14]([O:16][CH:17]([CH3:19])[CH3:18])=[O:15])=[O:5]. The yield is 0.910. (6) The yield is 0.910. The catalyst is ClCCl.O.C(O)C. The product is [N:14]1[C:6]([CH2:4][OH:3])=[N:7][N:8]2[CH:13]=[CH:12][CH:11]=[CH:10][C:9]=12. The reactants are C([O:3][C:4]([C:6]1[N:14]=[C:9]2[CH:10]=[CH:11][CH:12]=[CH:13][N:8]2[N:7]=1)=O)C.C1COCC1.[BH4-].[Na+].[NH4+].[Cl-].